From a dataset of Forward reaction prediction with 1.9M reactions from USPTO patents (1976-2016). Predict the product of the given reaction. (1) The product is: [Na+:53].[C:38]([CH2:37][C:34]1[CH:35]=[CH:36][C:31]([NH:30][C:29]([C:12]2[N:11]([CH:42]([CH3:44])[CH3:43])[C:10]([CH:9]=[CH:8][C@@H:7]([OH:45])[CH2:6][C@@H:5]([OH:46])[CH2:4][C:3]([O-:47])=[O:2])=[C:14]([C:15]3[CH:16]=[CH:17][C:18]([F:21])=[CH:19][CH:20]=3)[C:13]=2[C:22]2[CH:27]=[CH:26][C:25]([F:28])=[CH:24][CH:23]=2)=[O:41])=[CH:32][CH:33]=1)(=[O:40])[NH2:39]. Given the reactants C[O:2][C:3](=[O:47])[CH2:4][C@H:5]([OH:46])[CH2:6][C@@H:7]([OH:45])[CH:8]=[CH:9][C:10]1[N:11]([CH:42]([CH3:44])[CH3:43])[C:12]([C:29](=[O:41])[NH:30][C:31]2[CH:36]=[CH:35][C:34]([CH2:37][C:38](=[O:40])[NH2:39])=[CH:33][CH:32]=2)=[C:13]([C:22]2[CH:27]=[CH:26][C:25]([F:28])=[CH:24][CH:23]=2)[C:14]=1[C:15]1[CH:20]=[CH:19][C:18]([F:21])=[CH:17][CH:16]=1.C(O)C.O.[OH-].[Na+:53], predict the reaction product. (2) Given the reactants [F:1][C:2]1[CH:7]=[CH:6][CH:5]=[C:4]([F:8])[C:3]=1[N:9]1[C:14]2[N:15]=[C:16](S(C)(=O)=O)[N:17]=[C:18]([C:19]3[CH:20]=[C:21]([CH:28]=[CH:29][C:30]=3[CH3:31])[C:22]([NH:24][CH2:25][CH2:26][CH3:27])=[O:23])[C:13]=2[CH2:12][NH:11][C:10]1=[O:36].[NH2:37][CH2:38][CH2:39][C:40]([OH:42])=[O:41].C(N(CC)CC)C, predict the reaction product. The product is: [F:1][C:2]1[CH:7]=[CH:6][CH:5]=[C:4]([F:8])[C:3]=1[N:9]1[C:14]2[N:15]=[C:16]([NH:37][CH2:38][CH2:39][C:40]([OH:42])=[O:41])[N:17]=[C:18]([C:19]3[CH:20]=[C:21]([C:22]([NH:24][CH2:25][CH2:26][CH3:27])=[O:23])[CH:28]=[CH:29][C:30]=3[CH3:31])[C:13]=2[CH2:12][NH:11][C:10]1=[O:36].